Regression. Given two drug SMILES strings and cell line genomic features, predict the synergy score measuring deviation from expected non-interaction effect. From a dataset of NCI-60 drug combinations with 297,098 pairs across 59 cell lines. (1) Drug 1: CN1CCC(CC1)COC2=C(C=C3C(=C2)N=CN=C3NC4=C(C=C(C=C4)Br)F)OC. Drug 2: N.N.Cl[Pt+2]Cl. Cell line: SN12C. Synergy scores: CSS=13.2, Synergy_ZIP=-4.00, Synergy_Bliss=-1.10, Synergy_Loewe=-9.11, Synergy_HSA=-1.14. (2) Drug 1: COC1=CC(=CC(=C1O)OC)C2C3C(COC3=O)C(C4=CC5=C(C=C24)OCO5)OC6C(C(C7C(O6)COC(O7)C8=CC=CS8)O)O. Drug 2: C1=NC2=C(N=C(N=C2N1C3C(C(C(O3)CO)O)F)Cl)N. Cell line: HOP-62. Synergy scores: CSS=45.5, Synergy_ZIP=-1.20, Synergy_Bliss=-1.42, Synergy_Loewe=-9.18, Synergy_HSA=0.215. (3) Synergy scores: CSS=6.84, Synergy_ZIP=-6.62, Synergy_Bliss=1.70, Synergy_Loewe=0.0487, Synergy_HSA=0.0600. Cell line: TK-10. Drug 1: CC(C)CN1C=NC2=C1C3=CC=CC=C3N=C2N. Drug 2: CC12CCC3C(C1CCC2OP(=O)(O)O)CCC4=C3C=CC(=C4)OC(=O)N(CCCl)CCCl.[Na+].